From a dataset of Full USPTO retrosynthesis dataset with 1.9M reactions from patents (1976-2016). Predict the reactants needed to synthesize the given product. (1) Given the product [C:1]([C:5]1[CH:6]=[C:7]([C:19]2[CH:24]=[CH:23][CH:22]=[C:21]([Cl:25])[CH:20]=2)[CH:8]=[C:9]([C:11]([CH3:14])([CH3:13])[CH3:12])[CH:10]=1)([CH3:4])([CH3:3])[CH3:2], predict the reactants needed to synthesize it. The reactants are: [C:1]([C:5]1[CH:6]=[C:7](B(O)O)[CH:8]=[C:9]([C:11]([CH3:14])([CH3:13])[CH3:12])[CH:10]=1)([CH3:4])([CH3:3])[CH3:2].Br[C:19]1[CH:24]=[CH:23][CH:22]=[C:21]([Cl:25])[CH:20]=1.C([O-])([O-])=O.[Na+].[Na+]. (2) Given the product [F:1][C@H:2]1[C@@H:7]([O:8][C:9]2[CH:16]=[CH:15][C:14]([C:17]3[N:22]=[C:21]([NH:23][C:24]4[CH:29]=[CH:28][C:27]([N:30]5[CH2:35][CH2:34][CH:33]([N:36]6[CH2:41][CH2:40][O:39][CH2:38][CH2:37]6)[CH2:32][CH2:31]5)=[C:26]([O:42][CH3:43])[CH:25]=4)[N:20]=[CH:19][N:18]=3)=[CH:13][C:10]=2[C:11]#[N:12])[CH2:6][CH2:5][N:4]([C:78](=[O:77])[CH2:79][OH:80])[CH2:3]1, predict the reactants needed to synthesize it. The reactants are: [F:1][C@H:2]1[C@@H:7]([O:8][C:9]2[CH:16]=[CH:15][C:14]([C:17]3[N:22]=[C:21]([NH:23][C:24]4[CH:29]=[CH:28][C:27]([N:30]5[CH2:35][CH2:34][CH:33]([N:36]6[CH2:41][CH2:40][O:39][CH2:38][CH2:37]6)[CH2:32][CH2:31]5)=[C:26]([O:42][CH3:43])[CH:25]=4)[N:20]=[CH:19][N:18]=3)=[CH:13][C:10]=2[C:11]#[N:12])[CH2:6][CH2:5][NH:4][CH2:3]1.C(N(CC)C(C)C)(C)C.CN(C(ON1N=NC2C=CC=NC1=2)=[N+](C)C)C.F[P-](F)(F)(F)(F)F.[OH:77][CH2:78][C:79](O)=[O:80]. (3) The reactants are: [BH4-].[Na+].[Br:3][C:4]1[CH:19]=[CH:18][C:7]([CH2:8][N:9]2[CH:14]3[CH2:15][CH2:16][CH:10]2[CH2:11][C:12](=[O:17])[CH2:13]3)=[CH:6][CH:5]=1. Given the product [Br:3][C:4]1[CH:5]=[CH:6][C:7]([CH2:8][N:9]2[CH:14]3[CH2:15][CH2:16][CH:10]2[CH2:11][CH:12]([OH:17])[CH2:13]3)=[CH:18][CH:19]=1, predict the reactants needed to synthesize it. (4) The reactants are: C[Al](C)C.[Cl-].[NH4+:6].[Cl:7][C:8]1[CH:16]=[C:15]2[C:11]([C:12]([C:26]#[N:27])=[N:13][N:14]2[CH2:17][CH2:18][C:19]([F:25])([F:24])[C:20]([F:23])([F:22])[F:21])=[CH:10][CH:9]=1.CO. Given the product [Cl:7][C:8]1[CH:16]=[C:15]2[C:11]([C:12]([C:26](=[NH:6])[NH2:27])=[N:13][N:14]2[CH2:17][CH2:18][C:19]([F:25])([F:24])[C:20]([F:21])([F:23])[F:22])=[CH:10][CH:9]=1, predict the reactants needed to synthesize it. (5) Given the product [CH2:18]([N:21]1[C:10]2[CH2:9][CH:8]([C:12]([O:14][CH2:15][CH3:16])=[O:13])[CH2:7][C:6](=[O:17])[C:5]=2[N:4]=[C:1]1[CH3:2])[CH:19]=[CH2:20], predict the reactants needed to synthesize it. The reactants are: [C:1]([NH:4][C:5]1[C:10](=O)[CH2:9][CH:8]([C:12]([O:14][CH2:15][CH3:16])=[O:13])[CH2:7][C:6]=1[OH:17])(=O)[CH3:2].[CH2:18]([NH2:21])[CH:19]=[CH2:20].O[C@@H](C)CNC(C1C2CCC3(NC=2C2N=C(C)N(C)C=2C=1)CC1C(=CC=CC=1)C3)=O. (6) Given the product [CH3:6][N:8]1[CH2:12][CH2:11][CH2:10][C@@H:9]1[CH2:13][CH2:14][OH:15], predict the reactants needed to synthesize it. The reactants are: C(O[C:6]([N:8]1[CH2:12][CH2:11][CH2:10][C@@H:9]1[CH2:13][C:14](O)=[O:15])=O)(C)(C)C.[H-].[Al+3].[Li+].[H-].[H-].[H-].O. (7) Given the product [CH:27]([C:2]1[CH:11]=[C:10]2[C:5]([C:6]([C:12]3[C:17]4[O:18][C:19]5[C:24]([C:16]=4[CH:15]=[C:14]([CH3:26])[CH:13]=3)=[CH:23][CH:22]=[C:21]([CH3:25])[N:20]=5)=[N:7][CH:8]=[N:9]2)=[CH:4][CH:3]=1)([CH3:32])[CH3:28], predict the reactants needed to synthesize it. The reactants are: Cl[C:2]1[CH:11]=[C:10]2[C:5]([C:6]([C:12]3[C:17]4[O:18][C:19]5[C:24]([C:16]=4[CH:15]=[C:14]([CH3:26])[CH:13]=3)=[CH:23][CH:22]=[C:21]([CH3:25])[N:20]=5)=[N:7][CH:8]=[N:9]2)=[CH:4][CH:3]=1.[CH:27]1(P(C2CCCCC2)C2C=CC=CC=2C2C(N(C)C)=CC=CC=2N(C)C)[CH2:32]CCC[CH2:28]1.[Br-].C([Zn+])(C)C. (8) Given the product [CH3:18][N:6]1[CH2:7][C@H:2]([CH3:1])[N:3]([CH2:9][C:10]2[CH:15]=[CH:14][CH:13]=[CH:12][CH:11]=2)[CH2:4][C@@H:5]1[CH3:8], predict the reactants needed to synthesize it. The reactants are: [CH3:1][C@H:2]1[CH2:7][NH:6][C@@H:5]([CH3:8])[CH2:4][N:3]1[CH2:9][C:10]1[CH:15]=[CH:14][CH:13]=[CH:12][CH:11]=1.C=O.[C:18](O[BH-](OC(=O)C)OC(=O)C)(=O)C.[Na+]. (9) Given the product [C:23]([O:27][C:28]([N:30]1[CH2:35][CH2:34][CH:33]([S:36][C:2]2[CH:3]=[C:4]3[C:9](=[CH:10][C:11]=2[Cl:12])[C:8](=[O:13])[N:7]([CH2:14][C:15]2[CH:20]=[CH:19][C:18]([O:21][CH3:22])=[CH:17][CH:16]=2)[CH:6]=[CH:5]3)[CH2:32][CH2:31]1)=[O:29])([CH3:26])([CH3:24])[CH3:25], predict the reactants needed to synthesize it. The reactants are: Br[C:2]1[CH:3]=[C:4]2[C:9](=[CH:10][C:11]=1[Cl:12])[C:8](=[O:13])[N:7]([CH2:14][C:15]1[CH:20]=[CH:19][C:18]([O:21][CH3:22])=[CH:17][CH:16]=1)[CH:6]=[CH:5]2.[C:23]([O:27][C:28]([N:30]1[CH2:35][CH2:34][CH:33]([S:36]C2C=C3C(=CC=2Cl)C=NC=C3)[CH2:32][CH2:31]1)=[O:29])([CH3:26])([CH3:25])[CH3:24].ClC1C=C2C(C=CNC2=O)=CC=1SC1CCNCC1. (10) Given the product [CH2:24]([N:3]([C:1]1[CH:21]=[CH:20][CH:5]=[CH:4][CH:2]=1)[C:4](=[O:23])[CH:5]([CH2:20][C:21]#[CH:22])[C:6]([NH:8][S:9](/[CH:12]=[CH:13]/[C:14]1[CH:19]=[CH:18][CH:17]=[CH:16][CH:15]=1)(=[O:10])=[O:11])=[O:7])[CH3:25], predict the reactants needed to synthesize it. The reactants are: [CH2:1]([N:3]([CH2:24][CH3:25])[C:4](=[O:23])[CH:5]([CH2:20][C:21]#[CH:22])[C:6]([NH:8][S:9](/[CH:12]=[CH:13]/[C:14]1[CH:19]=[CH:18][CH:17]=[CH:16][CH:15]=1)(=[O:11])=[O:10])=[O:7])[CH3:2].